Dataset: Full USPTO retrosynthesis dataset with 1.9M reactions from patents (1976-2016). Task: Predict the reactants needed to synthesize the given product. Given the product [CH3:11][N:8]1[C:9]2[CH:10]=[C:2]([N:34]3[CH:35]=[CH:36][C:31]([C:28]4[CH:27]=[CH:26][C:25]([C:24]([F:38])([F:39])[F:23])=[CH:30][CH:29]=4)=[CH:32][C:33]3=[O:37])[CH:3]=[CH:4][C:5]=2[C:6]2[CH2:15][N:14]([C:16]([O:18][C:19]([CH3:22])([CH3:21])[CH3:20])=[O:17])[CH2:13][CH2:12][C:7]1=2, predict the reactants needed to synthesize it. The reactants are: Br[C:2]1[CH:3]=[CH:4][C:5]2[C:6]3[CH2:15][N:14]([C:16]([O:18][C:19]([CH3:22])([CH3:21])[CH3:20])=[O:17])[CH2:13][CH2:12][C:7]=3[N:8]([CH3:11])[C:9]=2[CH:10]=1.[F:23][C:24]([F:39])([F:38])[C:25]1[CH:30]=[CH:29][C:28]([C:31]2[CH:36]=[CH:35][NH:34][C:33](=[O:37])[CH:32]=2)=[CH:27][CH:26]=1.